From a dataset of Forward reaction prediction with 1.9M reactions from USPTO patents (1976-2016). Predict the product of the given reaction. Given the reactants Br[C:2]1[S:6][C:5]([C:7]2[CH:8]=[CH:9][C:10]([O:15][CH:16]([CH3:18])[CH3:17])=[C:11]([CH:14]=2)[C:12]#[N:13])=[N:4][CH:3]=1.[CH2:19]([C:21]1[C:30](B2OC(C)(C)C(C)(C)O2)=[CH:29][CH:28]=[C:27]2[C:22]=1[CH2:23][CH2:24][N:25](C(=O)C(F)(F)F)[CH2:26]2)[CH3:20].C([O-])([O-])=O.[Na+].[Na+], predict the reaction product. The product is: [CH2:19]([C:21]1[C:30]([C:2]2[S:6][C:5]([C:7]3[CH:8]=[CH:9][C:10]([O:15][CH:16]([CH3:18])[CH3:17])=[C:11]([CH:14]=3)[C:12]#[N:13])=[N:4][CH:3]=2)=[CH:29][CH:28]=[C:27]2[C:22]=1[CH2:23][CH2:24][N:25]=[CH:26]2)[CH3:20].